Task: Binary Classification. Given a drug SMILES string, predict its activity (active/inactive) in a high-throughput screening assay against a specified biological target.. Dataset: HIV replication inhibition screening data with 41,000+ compounds from the AIDS Antiviral Screen (1) The drug is CC(=O)OC1(C)C(=O)OC1(C)C(C)=O. The result is 0 (inactive). (2) The compound is N=C1NC(=O)C(CC(=O)O)S1. The result is 0 (inactive). (3) The drug is C1CCNCC1.CN(C)c1ccc(C=C2NC(=S)NC2=O)cc1. The result is 0 (inactive). (4) The result is 0 (inactive). The compound is CCn1c(SCC(=O)NN=C2SCC(=O)N2c2ccc(C)cc2)nc2ccccc2c1=O.